Dataset: Reaction yield outcomes from USPTO patents with 853,638 reactions. Task: Predict the reaction yield, written as a fraction of the theoretical maximum amount of product (1.0 means a 100% yield; for example, 0.34 means a 34% yield). (1) The reactants are [Cl:1][C:2]1[CH:3]=[C:4]([CH:6]=[CH:7][C:8]=1[O:9][C:10]1[C:19]2[C:14](=[CH:15][C:16]([O:22][CH3:23])=[C:17]([O:20][CH3:21])[CH:18]=2)[N:13]=[CH:12][N:11]=1)[NH2:5].C(N(CC)CC)C.ClC(Cl)(O[C:35](=[O:41])OC(Cl)(Cl)Cl)Cl.[NH2:43][C:44]1[S:45][CH:46]=[C:47]([CH3:49])[N:48]=1. The catalyst is C(Cl)(Cl)Cl.O. The product is [Cl:1][C:2]1[CH:3]=[C:4]([NH:5][C:35]([NH:43][C:44]2[S:45][CH:46]=[C:47]([CH3:49])[N:48]=2)=[O:41])[CH:6]=[CH:7][C:8]=1[O:9][C:10]1[C:19]2[C:14](=[CH:15][C:16]([O:22][CH3:23])=[C:17]([O:20][CH3:21])[CH:18]=2)[N:13]=[CH:12][N:11]=1. The yield is 0.680. (2) The reactants are [C:1]1([CH:7]2[C:12]3=[N:13][NH:14][C:15](=[O:20])[C:16]4[CH:17]=[CH:18][CH:19]=[C:10]([C:11]=43)[NH:9][C:8]2=O)[CH:6]=[CH:5][CH:4]=[CH:3][CH:2]=1.O1CCOCC1.CCN(CC)CC. The catalyst is C1COCC1. The product is [C:1]1([CH:7]2[C:12]3=[N:13][NH:14][C:15](=[O:20])[C:16]4[CH:17]=[CH:18][CH:19]=[C:10]([C:11]=43)[NH:9][CH2:8]2)[CH:2]=[CH:3][CH:4]=[CH:5][CH:6]=1. The yield is 0.240. (3) The reactants are [C:1]([O:5][C@@H:6]([C:12]1[C:13]([CH3:42])=[N:14][C:15]([CH3:41])=[C:16]([C:26]2[CH:31]=[CH:30][C:29]([O:32][CH2:33][C:34]3[CH:39]=[CH:38][CH:37]=[C:36]([F:40])[CH:35]=3)=[CH:28][CH:27]=2)[C:17]=1[N:18]1[CH2:23][CH2:22][C:21]([CH3:25])([CH3:24])[CH2:20][CH2:19]1)[C:7]([O:9]CC)=[O:8])([CH3:4])([CH3:3])[CH3:2].[Li+].[OH-]. The catalyst is CCO.O. The product is [C:1]([O:5][C@@H:6]([C:12]1[C:13]([CH3:42])=[N:14][C:15]([CH3:41])=[C:16]([C:26]2[CH:27]=[CH:28][C:29]([O:32][CH2:33][C:34]3[CH:39]=[CH:38][CH:37]=[C:36]([F:40])[CH:35]=3)=[CH:30][CH:31]=2)[C:17]=1[N:18]1[CH2:19][CH2:20][C:21]([CH3:25])([CH3:24])[CH2:22][CH2:23]1)[C:7]([OH:9])=[O:8])([CH3:4])([CH3:2])[CH3:3]. The yield is 0.870. (4) The reactants are C(N(S(F)(F)[F:7])CC)C.C(=O)=O.CC(C)=O.O[C:18]1([C:31]2[CH:36]=[CH:35][CH:34]=[CH:33][CH:32]=2)[CH2:23][CH2:22][N:21]([C:24]([O:26][C:27]([CH3:30])([CH3:29])[CH3:28])=[O:25])[CH2:20][CH2:19]1.ClC1C=C(C=CC=1)C(OO)=O. The catalyst is ClCCl. The product is [F:7][C:18]1([C:31]2[CH:36]=[CH:35][CH:34]=[CH:33][CH:32]=2)[CH2:23][CH2:22][N:21]([C:24]([O:26][C:27]([CH3:30])([CH3:29])[CH3:28])=[O:25])[CH2:20][CH2:19]1. The yield is 1.00.